From a dataset of Full USPTO retrosynthesis dataset with 1.9M reactions from patents (1976-2016). Predict the reactants needed to synthesize the given product. (1) Given the product [Br:25][C:8]1[CH:7]=[CH:6][C:5]2[N:4]=[CH:3][C:2]3[NH:1][C:27](=[O:28])[N:26]=[C:12]([C:14]4[CH:19]=[CH:18][C:17]([C:20]([CH3:24])([CH3:23])[C:21]#[N:22])=[CH:16][CH:15]=4)[C:11]=3[C:10]=2[CH:9]=1, predict the reactants needed to synthesize it. The reactants are: [NH2:1][C:2]1[CH:3]=[N:4][C:5]2[C:10]([C:11]=1[C:12]([C:14]1[CH:19]=[CH:18][C:17]([C:20]([CH3:24])([CH3:23])[C:21]#[N:22])=[CH:16][CH:15]=1)=O)=[CH:9][C:8]([Br:25])=[CH:7][CH:6]=2.[NH2:26][C:27](N)=[O:28]. (2) The reactants are: [NH2:1][C:2]1[N:3]([C:15]2[CH:20]=[CH:19][C:18]([F:21])=[CH:17][CH:16]=2)[C:4]([C:9]2[CH:14]=[CH:13][CH:12]=[CH:11][CH:10]=2)=[CH:5][C:6]=1[C:7]#[N:8].[CH:22](O)=O.[OH2:25]. Given the product [F:21][C:18]1[CH:17]=[CH:16][C:15]([N:3]2[C:2]3[N:1]=[CH:22][NH:8][C:7](=[O:25])[C:6]=3[CH:5]=[C:4]2[C:9]2[CH:10]=[CH:11][CH:12]=[CH:13][CH:14]=2)=[CH:20][CH:19]=1, predict the reactants needed to synthesize it. (3) Given the product [C:12]1([C:2]2[N:7]=[C:6]([C:8]([OH:10])=[O:9])[CH:5]=[CH:4][C:3]=2[F:11])[CH2:17][CH2:16][CH2:15][CH2:14][CH:13]=1, predict the reactants needed to synthesize it. The reactants are: Br[C:2]1[N:7]=[C:6]([C:8]([OH:10])=[O:9])[CH:5]=[CH:4][C:3]=1[F:11].[C:12]1(B(O)O)[CH2:17][CH2:16][CH2:15][CH2:14][CH:13]=1. (4) The reactants are: [C:1]([O:4][C:5]1[CH:10]=[CH:9][C:8]([NH:11][C:12](=[O:14])[CH3:13])=[C:7]([OH:15])[CH:6]=1)(=[O:3])[CH3:2].[O:16]1[CH2:18][C@H:17]1[CH2:19]OS(C1C=CC=C([N+]([O-])=O)C=1)(=O)=O.C([O-])([O-])=O.[Cs+].[Cs+]. Given the product [C:1]([O:4][C:5]1[CH:10]=[CH:9][C:8]([NH:11][C:12](=[O:14])[CH3:13])=[C:7]([O:15][CH2:19][C@@H:17]2[CH2:18][O:16]2)[CH:6]=1)(=[O:3])[CH3:2], predict the reactants needed to synthesize it. (5) The reactants are: [NH2:1][C:2]1[C:3]([CH2:9][OH:10])=[N:4][C:5]([Cl:8])=[CH:6][CH:7]=1. Given the product [NH2:1][C:2]1[C:3]([CH:9]=[O:10])=[N:4][C:5]([Cl:8])=[CH:6][CH:7]=1, predict the reactants needed to synthesize it. (6) Given the product [CH3:6][C:7]1[NH:12][C:11](=[O:4])[NH:10][C:9](=[O:14])[C:8]=1[CH2:15][C:16]([OH:18])=[O:17], predict the reactants needed to synthesize it. The reactants are: ClCC(O)=[O:4].[CH3:6][C:7]1[NH:12][C:11](=S)[NH:10][C:9](=[O:14])[C:8]=1[CH2:15][C:16]([OH:18])=[O:17]. (7) Given the product [CH2:25]([O:24][C:22]([C:18]1([CH2:27][OH:28])[CH2:21][CH2:20][CH2:19]1)=[O:23])[CH3:26], predict the reactants needed to synthesize it. The reactants are: [Li+].CC(O[Al-](OC(C)(C)C)OC(C)(C)C)(C)C.[C:18]1([C:27](OCC)=[O:28])([C:22]([O:24][CH2:25][CH3:26])=[O:23])[CH2:21][CH2:20][CH2:19]1.OS([O-])(=O)=O.[K+]. (8) The reactants are: [Br:1][C:2]1[CH:10]=[CH:9][C:5]([C:6]([OH:8])=O)=[CH:4][N:3]=1.Cl.[CH:12]1([C:15]2[CH:16]=[C:17]([CH3:27])[C:18]([N:21]3[CH2:26][CH2:25][NH:24][CH2:23][CH2:22]3)=[N:19][CH:20]=2)[CH2:14][CH2:13]1. Given the product [Br:1][C:2]1[N:3]=[CH:4][C:5]([C:6]([N:24]2[CH2:25][CH2:26][N:21]([C:18]3[C:17]([CH3:27])=[CH:16][C:15]([CH:12]4[CH2:13][CH2:14]4)=[CH:20][N:19]=3)[CH2:22][CH2:23]2)=[O:8])=[CH:9][CH:10]=1, predict the reactants needed to synthesize it. (9) Given the product [NH2:21][C:22]1[CH:29]=[C:28]([NH:30][C:2]2[N:11]=[C:10]([N:12]3[CH2:16][CH2:15][C@H:14]([C:17]([NH:19][CH3:20])=[O:18])[CH2:13]3)[C:9]3[CH2:8][CH2:7][CH2:6][CH2:5][C:4]=3[N:3]=2)[CH:27]=[C:24]([C:25]#[N:26])[CH:23]=1, predict the reactants needed to synthesize it. The reactants are: Cl[C:2]1[N:11]=[C:10]([N:12]2[CH2:16][CH2:15][C@H:14]([C:17]([NH:19][CH3:20])=[O:18])[CH2:13]2)[C:9]2[CH2:8][CH2:7][CH2:6][CH2:5][C:4]=2[N:3]=1.[NH2:21][C:22]1[CH:23]=[C:24]([CH:27]=[C:28]([NH2:30])[CH:29]=1)[C:25]#[N:26].